This data is from Tox21: 12 toxicity assays (nuclear receptors and stress response pathways). The task is: Binary classification across 12 toxicity assays. (1) The molecule is Cc1cc(CCC(=O)OCCOCCOCCOC(=O)CCc2cc(C)c(O)c(C(C)(C)C)c2)cc(C(C)(C)C)c1O. It tested positive (active) for: SR-MMP (Mitochondrial Membrane Potential disruption). (2) The drug is CCCCCCCCCCn1cc[n+](C)c1.O=S(=O)([N-]S(=O)(=O)C(F)(F)F)C(F)(F)F. It tested positive (active) for: NR-Aromatase (Aromatase enzyme inhibition), SR-ARE (Antioxidant Response Element (oxidative stress)), and SR-HSE (Heat Shock Element response). (3) The compound is CC(C)C(=O)OCC(C)(C)C(OC(=O)C(C)C)C(C)C. It tested positive (active) for: NR-ER (Estrogen Receptor agonist activity), and NR-ER-LBD (Estrogen Receptor Ligand Binding Domain agonist). (4) The drug is CCOP(=S)(OCC)SCn1c(=O)oc2cc(Cl)ccc21. It tested positive (active) for: NR-AhR (Aryl hydrocarbon Receptor agonist activity), NR-Aromatase (Aromatase enzyme inhibition), SR-ARE (Antioxidant Response Element (oxidative stress)), and SR-HSE (Heat Shock Element response). (5) The compound is N#C/C(=C1/SC[C@@H](c2ccc(Cl)cc2Cl)S1)n1ccnc1. It tested positive (active) for: NR-AhR (Aryl hydrocarbon Receptor agonist activity), NR-Aromatase (Aromatase enzyme inhibition), and SR-ARE (Antioxidant Response Element (oxidative stress)). (6) The molecule is COc1c(C(C)(C)C)cc([N+](=O)[O-])c(C)c1[N+](=O)[O-]. It tested positive (active) for: NR-ER-LBD (Estrogen Receptor Ligand Binding Domain agonist), and SR-MMP (Mitochondrial Membrane Potential disruption).